This data is from Full USPTO retrosynthesis dataset with 1.9M reactions from patents (1976-2016). The task is: Predict the reactants needed to synthesize the given product. (1) Given the product [CH:19]([C:22]1[CH:27]=[CH:26][C:25]([NH:28][C:29](=[O:30])[O:17][C:13]2[CH:12]=[C:11]3[C:16](=[CH:15][CH:14]=2)[N:8]([CH2:1][C:2]2[CH:3]=[CH:4][CH:5]=[CH:6][CH:7]=2)[CH2:9][CH2:10]3)=[CH:24][CH:23]=1)([CH3:21])[CH3:20], predict the reactants needed to synthesize it. The reactants are: [CH2:1]([N:8]1[C:16]2[C:11](=[CH:12][C:13]([OH:17])=[CH:14][CH:15]=2)[CH2:10][CH2:9]1)[C:2]1[CH:7]=[CH:6][CH:5]=[CH:4][CH:3]=1.[Na].[CH:19]([C:22]1[CH:27]=[CH:26][C:25]([N:28]=[C:29]=[O:30])=[CH:24][CH:23]=1)([CH3:21])[CH3:20]. (2) Given the product [CH3:31][O:32][C:33]1[CH:34]=[CH:35][C:36]([C:39]2[CH:40]=[CH:41][C:42]([S:45]([NH:48][CH2:49][C:63]3[NH:18][N:17]=[N:13][C:62]=3[C:56]3[CH:61]=[CH:60][CH:59]=[CH:58][CH:57]=3)(=[O:46])=[O:47])=[CH:43][CH:44]=2)=[CH:37][CH:38]=1, predict the reactants needed to synthesize it. The reactants are: S(=C([NH:13]C(=O)[O-])C#CC1C=CC=CC=1)(=O)=O.[N:17](C(OC(C)C)=O)=[N:18]C(OC(C)C)=O.[CH3:31][O:32][C:33]1[CH:38]=[CH:37][C:36]([C:39]2[CH:44]=[CH:43][C:42]([S:45]([NH:48][C:49](=O)OC(C)(C)C)(=[O:47])=[O:46])=[CH:41][CH:40]=2)=[CH:35][CH:34]=1.[C:56]1([C:62]#[C:63]CO)[CH:61]=[CH:60][CH:59]=[CH:58][CH:57]=1.C1C=CC(P(C2C=CC=CC=2)C2C=CC=CC=2)=CC=1. (3) Given the product [NH2:13][C:5]1[C:6]([CH:8]2[CH2:12][CH2:11][CH2:10][O:9]2)=[CH:7][C:2]([C:31]2[CH:32]=[N:33][C:34]([C:37]([OH:40])([CH3:39])[CH3:38])=[N:35][CH:36]=2)=[CH:3][C:4]=1[N+:20]([O-:22])=[O:21], predict the reactants needed to synthesize it. The reactants are: Br[C:2]1[CH:7]=[C:6]([CH:8]2[CH2:12][CH2:11][CH2:10][O:9]2)[C:5]([NH:13]C(=O)C(F)(F)F)=[C:4]([N+:20]([O-:22])=[O:21])[CH:3]=1.CC1(C)C(C)(C)OB([C:31]2[CH:32]=[N:33][C:34]([C:37]([OH:40])([CH3:39])[CH3:38])=[N:35][CH:36]=2)O1.C(=O)([O-])[O-].[Na+].[Na+].O1CCOCC1. (4) The reactants are: [Cl:1][C:2]1[CH:11]=[C:10]2[C:5]([CH2:6][CH2:7][N:8](C(OC(C)(C)C)=O)[C@H:9]2[C:12]2[CH:16]=[C:15]([C:17]([C:19]3[C:20]([NH:25][C@@H:26]4[CH2:30][C@H:29]([CH2:31][O:32][S:33](=[O:36])(=[O:35])[NH2:34])[C@@H:28]([OH:37])[CH2:27]4)=[N:21][CH:22]=[N:23][CH:24]=3)=[O:18])[S:14][C:13]=2[CH3:38])=[CH:4][CH:3]=1.C(O)(C(F)(F)F)=O. Given the product [S:33](=[O:35])(=[O:36])([O:32][CH2:31][C@H:29]1[CH2:30][C@@H:26]([NH:25][C:20]2[C:19]([C:17]([C:15]3[S:14][C:13]([CH3:38])=[C:12]([C@H:9]4[C:10]5[C:5](=[CH:4][CH:3]=[C:2]([Cl:1])[CH:11]=5)[CH2:6][CH2:7][NH:8]4)[CH:16]=3)=[O:18])=[CH:24][N:23]=[CH:22][N:21]=2)[CH2:27][C@@H:28]1[OH:37])[NH2:34], predict the reactants needed to synthesize it.